This data is from Catalyst prediction with 721,799 reactions and 888 catalyst types from USPTO. The task is: Predict which catalyst facilitates the given reaction. (1) Product: [CH3:1][O:2][C:3]1[C:11]2[O:10][CH:9]=[CH:8][C:7]=2[C:6](/[CH:12]=[CH:15]/[C:16]([OH:18])=[O:17])=[CH:5][CH:4]=1. Reactant: [CH3:1][O:2][C:3]1[CH:4]=[CH:5][C:6]([CH:12]=O)=[C:7]2[C:11]=1[O:10][CH:9]=[CH:8]2.C(O)(=O)[CH2:15][C:16]([OH:18])=[O:17].N1CCCCC1.Cl. The catalyst class is: 803. (2) Reactant: Br[C:2]1[C:3]([CH3:21])=[N:4][N:5]([CH2:14][C@@H:15]2[O:19][C:18](=[O:20])[CH2:17][CH2:16]2)[C:6]=1[C:7]1[CH:12]=[CH:11][C:10]([F:13])=[CH:9][CH:8]=1.CC1(C)C(C)(C)OB([C:30]2[CH:31]=[CH:32][C:33]3[O:38][CH2:37][C:36](=[O:39])[NH:35][C:34]=3[CH:40]=2)O1.C(=O)([O-])[O-].[Cs+].[Cs+].O. Product: [F:13][C:10]1[CH:11]=[CH:12][C:7]([C:6]2[N:5]([CH2:14][C@H:15]3[CH2:16][CH2:17][C:18](=[O:20])[O:19]3)[N:4]=[C:3]([CH3:21])[C:2]=2[C:30]2[CH:31]=[CH:32][C:33]3[O:38][CH2:37][C:36](=[O:39])[NH:35][C:34]=3[CH:40]=2)=[CH:8][CH:9]=1. The catalyst class is: 7. (3) Reactant: C(O[C:4]([N:6]1[CH2:12][CH2:11][C:10](=[O:13])[C:9]2[CH:14]=[CH:15][O:16][C:8]=2[CH2:7]1)=O)C.[H-].[Al+3].[Li+].[H-].[H-].[H-]. Product: [CH3:4][N:6]1[CH2:12][CH2:11][CH:10]([OH:13])[C:9]2[CH:14]=[CH:15][O:16][C:8]=2[CH2:7]1. The catalyst class is: 1. (4) Reactant: [Cl:1][C:2]1[CH:3]=[CH:4][C:5]([O:19][CH2:20][CH:21]([CH3:23])[CH3:22])=[C:6]([NH:8][C:9]2[S:10][CH:11]=[C:12]([C:14]([O:16]CC)=[O:15])[N:13]=2)[CH:7]=1.[OH-].[Na+].C(OCC)(=O)C.Cl. Product: [Cl:1][C:2]1[CH:3]=[CH:4][C:5]([O:19][CH2:20][CH:21]([CH3:23])[CH3:22])=[C:6]([NH:8][C:9]2[S:10][CH:11]=[C:12]([C:14]([OH:16])=[O:15])[N:13]=2)[CH:7]=1. The catalyst class is: 40. (5) Reactant: [F:1][C:2]1[CH:10]=[CH:9][CH:8]=[C:7]2[C:3]=1[C:4]([CH2:18]O)=[CH:5][N:6]2[C:11]([O:13][C:14]([CH3:17])([CH3:16])[CH3:15])=[O:12].C(N(CC)CC)C.CS([Cl:31])(=O)=O. Product: [Cl:31][CH2:18][C:4]1[C:3]2[C:7](=[CH:8][CH:9]=[CH:10][C:2]=2[F:1])[N:6]([C:11]([O:13][C:14]([CH3:17])([CH3:16])[CH3:15])=[O:12])[CH:5]=1. The catalyst class is: 4. (6) Reactant: C(OC([N:8]1[CH2:13][CH2:12][CH:11]([C:14](=[O:22])[C:15]2[CH:20]=[CH:19][C:18]([Cl:21])=[CH:17][CH:16]=2)[CH2:10][CH2:9]1)=O)(C)(C)C.[C:23]1([C:25](=[CH:27][CH:28]=[CH:29][CH:30]=1)O)[OH:24].CC1C=CC(S(O)(=O)=O)=CC=1.O.C1(C)C=CC=CC=1. Product: [Cl:21][C:18]1[CH:17]=[CH:16][C:15]([C:14]2([CH:11]3[CH2:10][CH2:9][NH:8][CH2:13][CH2:12]3)[O:22][C:30]3[CH:29]=[CH:28][CH:27]=[CH:25][C:23]=3[O:24]2)=[CH:20][CH:19]=1. The catalyst class is: 113.